From a dataset of Peptide-MHC class II binding affinity with 134,281 pairs from IEDB. Regression. Given a peptide amino acid sequence and an MHC pseudo amino acid sequence, predict their binding affinity value. This is MHC class II binding data. (1) The peptide sequence is CGIFALISFLLLAGR. The MHC is H-2-IAb with pseudo-sequence H-2-IAb. The binding affinity (normalized) is 0. (2) The peptide sequence is EKQLAEVVANTITPLMK. The MHC is DRB1_1501 with pseudo-sequence DRB1_1501. The binding affinity (normalized) is 0.177. (3) The peptide sequence is QKLLLEEGVPSHIMS. The MHC is DRB1_0301 with pseudo-sequence DRB1_0301. The binding affinity (normalized) is 0.420. (4) The MHC is DRB5_0101 with pseudo-sequence DRB5_0101. The binding affinity (normalized) is 0.443. The peptide sequence is MVSRLLLNRFTMTHRR.